This data is from Reaction yield outcomes from USPTO patents with 853,638 reactions. The task is: Predict the reaction yield, written as a fraction of the theoretical maximum amount of product (1.0 means a 100% yield; for example, 0.34 means a 34% yield). (1) The reactants are [CH3:1][S:2]([CH:5]=[CH2:6])(=[O:4])=[O:3].[CH2:7]=[C:8]([O:11][Si](C)(C)C)[CH:9]=[CH2:10].Cl. The catalyst is C1C=CC=CC=1.C1(C=CC(O)=CC=1)O. The product is [CH3:1][S:2]([CH:5]1[CH2:10][CH2:9][C:8](=[O:11])[CH2:7][CH2:6]1)(=[O:4])=[O:3]. The yield is 1.00. (2) The reactants are [CH2:1]([NH:5][C:6]1[N:11]=[C:10]([C:12]2[C:13]([C:22]3[CH:27]=[CH:26][C:25]([F:28])=[CH:24][CH:23]=3)=[N:14][N:15]3[C:20](Cl)=[CH:19][CH:18]=[CH:17][C:16]=23)[CH:9]=[CH:8][N:7]=1)[CH2:2][CH2:3][CH3:4].[CH3:29][NH2:30]. No catalyst specified. The product is [CH2:1]([NH:5][C:6]1[N:11]=[C:10]([C:12]2[C:13]([C:22]3[CH:27]=[CH:26][C:25]([F:28])=[CH:24][CH:23]=3)=[N:14][N:15]3[C:20]([NH:30][CH3:29])=[CH:19][CH:18]=[CH:17][C:16]=23)[CH:9]=[CH:8][N:7]=1)[CH2:2][CH2:3][CH3:4]. The yield is 0.770.